Dataset: Catalyst prediction with 721,799 reactions and 888 catalyst types from USPTO. Task: Predict which catalyst facilitates the given reaction. (1) Reactant: C1C(=O)N([Br:8])C(=O)C1.[CH3:9][S:10]([C:13]1[CH:18]=[CH:17][C:16]([C:19]2[N:20]=[CH:21][C:22]([NH2:25])=[N:23][CH:24]=2)=[CH:15][CH:14]=1)(=[O:12])=[O:11].O. Product: [Br:8][C:21]1[C:22]([NH2:25])=[N:23][CH:24]=[C:19]([C:16]2[CH:15]=[CH:14][C:13]([S:10]([CH3:9])(=[O:11])=[O:12])=[CH:18][CH:17]=2)[N:20]=1. The catalyst class is: 3. (2) Reactant: Br[C:2]1[CH:7]=[C:6]([CH3:8])[C:5]([Br:9])=[CH:4][N:3]=1.[CH3:10][C:11]1[S:12][C:13](B2OC(C)(C)C(C)(C)O2)=[CH:14][N:15]=1.C(=O)([O-])[O-].[K+].[K+].O1CCOCC1. Product: [Br:9][C:5]1[C:6]([CH3:8])=[CH:7][C:2]([C:13]2[S:12][C:11]([CH3:10])=[N:15][CH:14]=2)=[N:3][CH:4]=1. The catalyst class is: 103. (3) Reactant: [CH2:1]([O:8][C:9]1[CH:14]=[CH:13][N:12]([CH2:15][CH:16]([OH:34])[C:17]2[CH:33]=[CH:32][C:20]3[CH2:21][CH2:22][N:23](C(=O)C(F)(F)F)[CH2:24][CH2:25][C:19]=3[CH:18]=2)[C:11](=[O:35])[CH:10]=1)[C:2]1[CH:7]=[CH:6][CH:5]=[CH:4][CH:3]=1.[OH-].[Na+]. Product: [CH2:1]([O:8][C:9]1[CH:14]=[CH:13][N:12]([CH2:15][CH:16]([OH:34])[C:17]2[CH:33]=[CH:32][C:20]3[CH2:21][CH2:22][NH:23][CH2:24][CH2:25][C:19]=3[CH:18]=2)[C:11](=[O:35])[CH:10]=1)[C:2]1[CH:7]=[CH:6][CH:5]=[CH:4][CH:3]=1. The catalyst class is: 5. (4) Reactant: [CH:1]1([C:4]2[CH:9]=[CH:8][C:7]([CH2:10][C:11]([NH:13][CH:14]([C:21]3[CH:26]=[CH:25][C:24]([O:27]C)=[CH:23][CH:22]=3)[C:15]3[N:16]=[C:17]([CH3:20])[NH:18][CH:19]=3)=[O:12])=[CH:6][CH:5]=2)[CH2:3][CH2:2]1.B(Br)(Br)Br. Product: [CH:1]1([C:4]2[CH:5]=[CH:6][C:7]([CH2:10][C:11]([NH:13][CH:14]([C:21]3[CH:26]=[CH:25][C:24]([OH:27])=[CH:23][CH:22]=3)[C:15]3[N:16]=[C:17]([CH3:20])[NH:18][CH:19]=3)=[O:12])=[CH:8][CH:9]=2)[CH2:3][CH2:2]1. The catalyst class is: 2. (5) Reactant: [F:1][C:2]1[CH:8]=[CH:7][CH:6]=[C:5]([N+:9]([O-:11])=[O:10])[C:3]=1[NH2:4].CCN(C(C)C)C(C)C.[C:21](Cl)(=[O:23])[CH3:22]. Product: [F:1][C:2]1[CH:8]=[CH:7][CH:6]=[C:5]([N+:9]([O-:11])=[O:10])[C:3]=1[NH:4][C:21](=[O:23])[CH3:22]. The catalyst class is: 2. (6) Reactant: [Br:1][C:2]1[C:7]([N+:8]([O-])=O)=[CH:6][CH:5]=[CH:4][C:3]=1[F:11].[BH4-].[Na+].O. Product: [Br:1][C:2]1[C:3]([F:11])=[CH:4][CH:5]=[CH:6][C:7]=1[NH2:8]. The catalyst class is: 888. (7) Reactant: [CH3:1][O:2][C:3](=[O:25])[CH2:4][C:5]1[CH:6]=[C:7]([C:13]2[CH:18]=[CH:17][C:16]([C:19]([F:22])([F:21])[F:20])=[CH:15][C:14]=2[CH2:23]O)[C:8]([O:11][CH3:12])=[CH:9][CH:10]=1.P(Br)(Br)[Br:27].C([O-])(O)=O.[Na+].CCOC(C)=O. Product: [CH3:1][O:2][C:3](=[O:25])[CH2:4][C:5]1[CH:6]=[C:7]([C:13]2[CH:18]=[CH:17][C:16]([C:19]([F:22])([F:21])[F:20])=[CH:15][C:14]=2[CH2:23][Br:27])[C:8]([O:11][CH3:12])=[CH:9][CH:10]=1. The catalyst class is: 57.